This data is from Forward reaction prediction with 1.9M reactions from USPTO patents (1976-2016). The task is: Predict the product of the given reaction. (1) Given the reactants Br[C:2]1[C:6]([Br:7])=[C:5]([Br:8])[S:4][C:3]=1[N+:9]([O-:11])=[O:10].[Cu][C:13]#[N:14].O.C(OCC)(=O)C, predict the reaction product. The product is: [Br:7][C:6]1[C:2]([C:13]#[N:14])=[C:3]([N+:9]([O-:11])=[O:10])[S:4][C:5]=1[Br:8]. (2) Given the reactants F[P-](F)(F)(F)(F)F.N1(O[P+](N(C)C)(N(C)C)N(C)C)C2C=CC=CC=2N=N1.[CH3:28][CH2:29][O:30][C:31]([C:33]1[CH:44]=[C:36]2[C:37]([C:41]([OH:43])=O)=[CH:38][CH:39]=[CH:40][N:35]2[N:34]=1)=[O:32].[C:45]12([CH2:55][NH2:56])[CH2:54][CH:49]3[CH2:50][CH:51]([CH2:53][CH:47]([CH2:48]3)[CH2:46]1)[CH2:52]2.CCN(C(C)C)C(C)C, predict the reaction product. The product is: [CH2:29]([O:30][C:31]([C:33]1[CH:44]=[C:36]2[C:37]([C:41](=[O:43])[NH:56][CH2:55][C:45]34[CH2:54][CH:49]5[CH2:48][CH:47]([CH2:53][CH:51]([CH2:50]5)[CH2:52]3)[CH2:46]4)=[CH:38][CH:39]=[CH:40][N:35]2[N:34]=1)=[O:32])[CH3:28]. (3) Given the reactants [F:1][C:2]1[CH:7]=[CH:6][C:5]([C:8]2[C:12]3[CH:13]=[N:14][C:15]([NH:17][C:18]([NH:20][C@@H:21]([C:23]4[CH:28]=[CH:27][CH:26]=[CH:25][CH:24]=4)[CH3:22])=[O:19])=[CH:16][C:11]=3[N:10](C(C3C=CC=CC=3)(C3C=CC=CC=3)C3C=CC=CC=3)[N:9]=2)=[CH:4][CH:3]=1.C(O)(C(F)(F)F)=O.C([SiH](CC)CC)C, predict the reaction product. The product is: [F:1][C:2]1[CH:3]=[CH:4][C:5]([C:8]2[C:12]3[CH:13]=[N:14][C:15]([NH:17][C:18]([NH:20][C@@H:21]([C:23]4[CH:24]=[CH:25][CH:26]=[CH:27][CH:28]=4)[CH3:22])=[O:19])=[CH:16][C:11]=3[NH:10][N:9]=2)=[CH:6][CH:7]=1. (4) Given the reactants [I:1][C:2]1[CH:8]=[CH:7][C:5]([NH2:6])=[CH:4][CH:3]=1.[C:9](O[C:9]([O:11][C:12]([CH3:15])([CH3:14])[CH3:13])=[O:10])([O:11][C:12]([CH3:15])([CH3:14])[CH3:13])=[O:10], predict the reaction product. The product is: [C:12]([O:11][C:9](=[O:10])[NH:6][C:5]1[CH:7]=[CH:8][C:2]([I:1])=[CH:3][CH:4]=1)([CH3:15])([CH3:14])[CH3:13].